This data is from Peptide-MHC class I binding affinity with 185,985 pairs from IEDB/IMGT. The task is: Regression. Given a peptide amino acid sequence and an MHC pseudo amino acid sequence, predict their binding affinity value. This is MHC class I binding data. (1) The MHC is HLA-B07:02 with pseudo-sequence HLA-B07:02. The binding affinity (normalized) is 0.0847. The peptide sequence is FAEGVVAFL. (2) The peptide sequence is LPYVGDTSMM. The MHC is HLA-B54:01 with pseudo-sequence HLA-B54:01. The binding affinity (normalized) is 0. (3) The peptide sequence is MPMSMPIPM. The MHC is HLA-A03:01 with pseudo-sequence HLA-A03:01. The binding affinity (normalized) is 0.0847. (4) The binding affinity (normalized) is 0.425. The MHC is Patr-A0301 with pseudo-sequence Patr-A0301. The peptide sequence is HTLWKAGILY. (5) The peptide sequence is TYLALIATF. The MHC is HLA-A24:02 with pseudo-sequence HLA-A24:02. The binding affinity (normalized) is 0.823. (6) The peptide sequence is MPMSMPIPM. The MHC is HLA-A23:01 with pseudo-sequence HLA-A23:01. The binding affinity (normalized) is 0.0847. (7) The peptide sequence is FVTWHRYHL. The MHC is HLA-A02:01 with pseudo-sequence HLA-A02:01. The binding affinity (normalized) is 0.367.